This data is from Catalyst prediction with 721,799 reactions and 888 catalyst types from USPTO. The task is: Predict which catalyst facilitates the given reaction. (1) Reactant: Cl.[Br:2][C:3]1[CH:4]=[C:5]([CH:9]2[CH2:13][CH2:12][CH2:11][NH:10]2)[CH:6]=[CH:7][CH:8]=1.[Li+].C[Si]([N-][Si](C)(C)C)(C)C.[CH3:24][C:25]([O:28][C:29](O[C:29]([O:28][C:25]([CH3:27])([CH3:26])[CH3:24])=[O:30])=[O:30])([CH3:27])[CH3:26].Cl. Product: [C:25]([O:28][C:29]([N:10]1[CH2:11][CH2:12][CH2:13][CH:9]1[C:5]1[CH:6]=[CH:7][CH:8]=[C:3]([Br:2])[CH:4]=1)=[O:30])([CH3:27])([CH3:26])[CH3:24]. The catalyst class is: 1. (2) Reactant: Cl.[NH2:2][C@H:3]([C:9]([OH:11])=[O:10])[CH2:4][CH2:5][CH2:6][CH2:7][NH2:8].C(N(CC)CC)C.[C:19](ON1C(=O)CCC1=O)(=[O:43])[CH2:20][CH2:21][CH2:22][CH2:23][CH2:24][CH2:25][CH2:26][CH2:27][CH2:28][CH2:29][CH2:30][CH2:31][CH2:32]/[CH:33]=[CH:34]\[CH2:35][CH2:36][CH2:37][CH2:38][CH2:39][CH2:40][CH2:41][CH3:42].O.CC(C)=O.C(N(CC)CC)C. Product: [C:19]([NH:8][CH2:7][CH2:6][CH2:5][CH2:4][C@@H:3]([C:9]([OH:11])=[O:10])[NH2:2])(=[O:43])[CH2:20][CH2:21][CH2:22][CH2:23][CH2:24][CH2:25][CH2:26][CH2:27][CH2:28][CH2:29][CH2:30][CH2:31][CH2:32]/[CH:33]=[CH:34]\[CH2:35][CH2:36][CH2:37][CH2:38][CH2:39][CH2:40][CH2:41][CH3:42]. The catalyst class is: 283. (3) Reactant: [NH2:1][C@@H:2]([CH2:13][CH:14]1[CH2:19][CH2:18][CH2:17][CH2:16][CH2:15]1)[CH2:3][N:4]([CH3:12])[C:5](=[O:11])[O:6][C:7]([CH3:10])([CH3:9])[CH3:8].C1N=CN([C:25]([N:27]2[CH:31]=N[CH:29]=[CH:28]2)=[O:26])C=1.CCN(C(C)C)C(C)C.[Cl:41][C:42]1[CH:43]=[C:44]([CH:48]([C@@H:56]2CCCN[CH2:57]2)[O:49][CH2:50][C:51]([NH:53][CH2:54][CH3:55])=[O:52])[CH:45]=[CH:46][CH:47]=1. Product: [Cl:41][C:42]1[CH:43]=[C:44]([CH:48]([O:49][CH2:50][C:51]([NH:53][CH2:54][CH3:55])=[O:52])[C@@H:56]2[CH2:57][CH2:29][CH2:28][N:27]([C:25]([NH:1][C@@H:2]([CH2:13][CH:14]3[CH2:15][CH2:16][CH2:17][CH2:18][CH2:19]3)[CH2:3][N:4]([CH3:12])[C:5](=[O:11])[O:6][C:7]([CH3:9])([CH3:10])[CH3:8])=[O:26])[CH2:31]2)[CH:45]=[CH:46][CH:47]=1. The catalyst class is: 2. (4) Reactant: C([NH:4][C:5]1[N:10]=[C:9]([CH2:11][CH2:12][C:13]2[CH:18]=[CH:17][C:16]([NH:19][C:20]([C:22]3[C:23]([C:28]4[CH:33]=[CH:32][C:31]([O:34][CH3:35])=[CH:30][CH:29]=4)=[CH:24][CH:25]=[CH:26][CH:27]=3)=[O:21])=[CH:15][CH:14]=2)[CH:8]=[CH:7][CH:6]=1)(=O)C.Cl. Product: [NH2:4][C:5]1[N:10]=[C:9]([CH2:11][CH2:12][C:13]2[CH:14]=[CH:15][C:16]([NH:19][C:20]([C:22]3[C:23]([C:28]4[CH:29]=[CH:30][C:31]([O:34][CH3:35])=[CH:32][CH:33]=4)=[CH:24][CH:25]=[CH:26][CH:27]=3)=[O:21])=[CH:17][CH:18]=2)[CH:8]=[CH:7][CH:6]=1. The catalyst class is: 5. (5) Reactant: [CH3:1][O:2][C:3]1[N:8]=[C:7]2[CH:9]=[CH:10][N:11]([Si:12]([CH:19]([CH3:21])[CH3:20])([CH:16]([CH3:18])[CH3:17])[CH:13]([CH3:15])[CH3:14])[C:6]2=[CH:5][C:4]=1[C:22]1[CH2:27][CH2:26][N:25]([C:28]([O:30][C:31]([CH3:34])([CH3:33])[CH3:32])=[O:29])[CH2:24][CH:23]=1. Product: [CH3:1][O:2][C:3]1[N:8]=[C:7]2[CH:9]=[CH:10][N:11]([Si:12]([CH:13]([CH3:15])[CH3:14])([CH:16]([CH3:18])[CH3:17])[CH:19]([CH3:20])[CH3:21])[C:6]2=[CH:5][C:4]=1[CH:22]1[CH2:23][CH2:24][N:25]([C:28]([O:30][C:31]([CH3:34])([CH3:32])[CH3:33])=[O:29])[CH2:26][CH2:27]1. The catalyst class is: 603. (6) Reactant: [O:1]=[C:2]([CH2:8][C:9]([O:11][CH3:12])=[O:10])[CH2:3][C:4]([O:6][CH3:7])=[O:5].[CH2:13](O)[CH2:14][OH:15].C[Si](Cl)(C)C. Product: [O:1]1[CH2:13][CH2:14][O:15][C:2]1([CH2:3][C:4]([O:6][CH3:7])=[O:5])[CH2:8][C:9]([O:11][CH3:12])=[O:10]. The catalyst class is: 2. (7) The catalyst class is: 80. Product: [C:27]([C:2]1[O:3][CH:4]=[CH:5][C:6]=1[B:13]([OH:18])[OH:14])(=[O:29])[CH3:28]. Reactant: Br[C:2]1[O:3][CH:4]=[CH:5][C:6]=1Br.C([Li])CCC.[B:13](OC(C)C)([O:18]C(C)C)[O:14]C(C)C.Cl.[CH2:27]([O:29]CC)[CH3:28].